Dataset: Forward reaction prediction with 1.9M reactions from USPTO patents (1976-2016). Task: Predict the product of the given reaction. (1) Given the reactants [CH2:1]([O:8][C:9]([N:11]1[CH2:16][CH2:15][C:14]([NH:22][CH2:23][C:24]2[CH:33]=[CH:32][C:27]3[O:28][CH2:29][CH2:30][O:31][C:26]=3[CH:25]=2)([CH2:17][C:18](OC)=[O:19])[CH2:13][CH2:12]1)=[O:10])[C:2]1[CH:7]=[CH:6][CH:5]=[CH:4][CH:3]=1.[BH4-].[Li+].O.C(C(C(C([O-])=O)O)O)([O-])=O.[Na+].[K+], predict the reaction product. The product is: [CH2:1]([O:8][C:9]([N:11]1[CH2:12][CH2:13][C:14]([NH:22][CH2:23][C:24]2[CH:33]=[CH:32][C:27]3[O:28][CH2:29][CH2:30][O:31][C:26]=3[CH:25]=2)([CH2:17][CH2:18][OH:19])[CH2:15][CH2:16]1)=[O:10])[C:2]1[CH:7]=[CH:6][CH:5]=[CH:4][CH:3]=1. (2) Given the reactants I[C:2]1[S:3][C:4]2[CH2:10][CH2:9][N:8](C(=O)C(F)(F)F)[CH2:7][CH2:6][C:5]=2[N:17]=1.[CH3:18][N:19]([CH3:29])[C:20]1[CH:25]=[CH:24][C:23](B(O)O)=[CH:22][CH:21]=1.C(=O)([O-])[O-].[Na+].[Na+].Cl, predict the reaction product. The product is: [CH3:18][N:19]([CH3:29])[C:20]1[CH:25]=[CH:24][C:23]([C:2]2[S:3][C:4]3[CH2:10][CH2:9][NH:8][CH2:7][CH2:6][C:5]=3[N:17]=2)=[CH:22][CH:21]=1. (3) The product is: [Br:9][C:6]1[CH:7]=[C:2]([F:1])[C:3]([OH:8])=[N:4][CH:5]=1. Given the reactants [F:1][C:2]1[C:3]([OH:8])=[N:4][CH:5]=[CH:6][CH:7]=1.[Br:9]Br, predict the reaction product. (4) Given the reactants [CH2:1]1[C:10]2[C:5](=[CH:6][CH:7]=[CH:8][CH:9]=2)[CH2:4][CH2:3][N:2]1[CH2:11][CH2:12][CH2:13][CH2:14][O:15][C:16]1[CH:17]=[CH:18][C:19]2[CH2:25][CH2:24][NH:23][C:22](=[O:26])[NH:21][C:20]=2[N:27]=1.[Cl:28]C1C=C2C(=CC=1)CNCC2, predict the reaction product. The product is: [Cl:28][C:7]1[CH:6]=[C:5]2[C:10](=[CH:9][CH:8]=1)[CH2:1][N:2]([CH2:11][CH2:12][CH2:13][CH2:14][O:15][C:16]1[CH:17]=[CH:18][C:19]3[CH2:25][CH2:24][NH:23][C:22](=[O:26])[NH:21][C:20]=3[N:27]=1)[CH2:3][CH2:4]2. (5) Given the reactants [CH3:1][C:2]1([CH3:10])[CH2:8][C:7](=[O:9])[O:6][C:4](=[O:5])[CH2:3]1.CN(C1C=CC=CN=1)C.C(N(CC)CC)C.[CH2:27]([OH:29])[CH3:28], predict the reaction product. The product is: [CH2:27]([O:29][C:7](=[O:9])[CH2:8][C:2]([CH3:10])([CH3:1])[CH2:3][C:4]([OH:6])=[O:5])[CH3:28].